This data is from Reaction yield outcomes from USPTO patents with 853,638 reactions. The task is: Predict the reaction yield, written as a fraction of the theoretical maximum amount of product (1.0 means a 100% yield; for example, 0.34 means a 34% yield). (1) The product is [Cl:1][C:2]1[CH:3]=[CH:4][C:5]([C:6]([NH:8][CH2:9][C:10]2[CH:11]=[CH:12][C:13]([S:16]([N:19]3[CH2:20][CH2:21][C:22](=[O:23])[CH2:27][CH2:28]3)(=[O:17])=[O:18])=[CH:14][CH:15]=2)=[O:7])=[CH:29][CH:30]=1. The reactants are [Cl:1][C:2]1[CH:30]=[CH:29][C:5]([C:6]([NH:8][CH2:9][C:10]2[CH:15]=[CH:14][C:13]([S:16]([N:19]3[CH2:28][CH2:27][C:22]4(OCC[O:23]4)[CH2:21][CH2:20]3)(=[O:18])=[O:17])=[CH:12][CH:11]=2)=[O:7])=[CH:4][CH:3]=1. The yield is 0.820. The catalyst is C1COCC1. (2) The reactants are [OH:1][C@:2]1([CH3:20])[CH2:6][CH2:5][C@@H:4]([NH:7]C(=O)OCC2C=CC=CC=2)[C:3]1([CH3:19])[CH3:18]. The catalyst is [Pd].CO. The product is [NH2:7][C@@H:4]1[CH2:5][CH2:6][C@@:2]([CH3:20])([OH:1])[C:3]1([CH3:19])[CH3:18]. The yield is 0.970. (3) The reactants are [OH:1][CH2:2][CH2:3][CH2:4][NH:5][C:6]([C:8]1[NH:9][C:10]([C:13]2[CH:18]=[C:17]([O:19][C:20]3[CH:25]=[CH:24][C:23]([S:26]([CH3:29])(=[O:28])=[O:27])=[CH:22][CH:21]=3)[CH:16]=[C:15]([O:30][C@@H:31]([CH3:35])[CH2:32][O:33][CH3:34])[CH:14]=2)=[CH:11][CH:12]=1)=O.CS(O)(=O)=O.C(N(CC)CC)C.C(=O)([O-])O.[Na+]. The catalyst is O1CCCC1. The product is [CH3:34][O:33][CH2:32][C@H:31]([CH3:35])[O:30][C:15]1[CH:14]=[C:13]([C:10]2[NH:9][C:8]([C:6]3[O:1][CH2:2][CH2:3][CH2:4][N:5]=3)=[CH:12][CH:11]=2)[CH:18]=[C:17]([O:19][C:20]2[CH:25]=[CH:24][C:23]([S:26]([CH3:29])(=[O:28])=[O:27])=[CH:22][CH:21]=2)[CH:16]=1. The yield is 0.720. (4) The reactants are [CH2:1]([N:3]1[CH2:8][CH:7]=[C:6]([C:9]2[C:17]3[C:12](=[CH:13][CH:14]=[C:15]([N+:18]([O-])=O)[CH:16]=3)[NH:11][CH:10]=2)[CH2:5][CH2:4]1)[CH3:2].I.CS[C:24]([C:26]1[S:27][CH:28]=[CH:29][CH:30]=1)=[NH:25]. The catalyst is C(O)C.[Pd]. The product is [CH2:1]([N:3]1[CH2:8][CH2:7][CH:6]([C:9]2[C:17]3[C:12](=[CH:13][CH:14]=[C:15]([NH:18][C:24]([C:26]4[S:27][CH:28]=[CH:29][CH:30]=4)=[NH:25])[CH:16]=3)[NH:11][CH:10]=2)[CH2:5][CH2:4]1)[CH3:2]. The yield is 0.660. (5) The reactants are [NH:1]1[C:9]2[C:4](=[CH:5][C:6]([NH:10][C:11]3[C:20]4[C:15](=[CH:16][CH:17]=[CH:18][CH:19]=4)[N:14]=[C:13]([C:21]4[CH:22]=[C:23]([CH:29]=[CH:30][CH:31]=4)[O:24][CH2:25][C:26]([OH:28])=O)[N:12]=3)=[CH:7][CH:8]=2)[CH:3]=[N:2]1.C[CH2:33][N:34](C(C)C)[CH:35](C)C.C1CN([P+](ON2N=NC3C=CC=CC2=3)(N2CCCC2)N2CCCC2)CC1.F[P-](F)(F)(F)(F)F.CNC. The catalyst is C(Cl)Cl.CN(C=O)C. The product is [NH:1]1[C:9]2[C:4](=[CH:5][C:6]([NH:10][C:11]3[C:20]4[C:15](=[CH:16][CH:17]=[CH:18][CH:19]=4)[N:14]=[C:13]([C:21]4[CH:22]=[C:23]([CH:29]=[CH:30][CH:31]=4)[O:24][CH2:25][C:26]([N:34]([CH3:35])[CH3:33])=[O:28])[N:12]=3)=[CH:7][CH:8]=2)[CH:3]=[N:2]1. The yield is 0.370.